Dataset: Reaction yield outcomes from USPTO patents with 853,638 reactions. Task: Predict the reaction yield, written as a fraction of the theoretical maximum amount of product (1.0 means a 100% yield; for example, 0.34 means a 34% yield). (1) The reactants are FC(F)(F)C(O)=O.[C:8]1([C:14]2[CH:19]=[C:18]([CH:20]3[CH2:25][CH2:24][NH:23][CH2:22][CH2:21]3)[CH:17]=[CH:16][C:15]=2[NH:26][C:27]([C:29]2[NH:30][CH:31]=[C:32]([C:34]#[N:35])[N:33]=2)=[O:28])[CH2:13][CH2:12][CH2:11][CH2:10][CH:9]=1.[C:36]([O:40][C:41]([NH:43][C:44]([CH3:50])([CH3:49])[CH2:45][C:46](O)=[O:47])=[O:42])([CH3:39])([CH3:38])[CH3:37].C1CN([P+](Br)(N2CCCC2)N2CCCC2)CC1.F[P-](F)(F)(F)(F)F.CCN(C(C)C)C(C)C. The catalyst is ClC(Cl)C.CCOC(C)=O. The product is [C:36]([O:40][C:41](=[O:42])[NH:43][C:44]([CH3:50])([CH3:49])[CH2:45][C:46]([N:23]1[CH2:22][CH2:21][CH:20]([C:18]2[CH:17]=[CH:16][C:15]([NH:26][C:27]([C:29]3[NH:30][CH:31]=[C:32]([C:34]#[N:35])[N:33]=3)=[O:28])=[C:14]([C:8]3[CH2:13][CH2:12][CH2:11][CH2:10][CH:9]=3)[CH:19]=2)[CH2:25][CH2:24]1)=[O:47])([CH3:39])([CH3:37])[CH3:38]. The yield is 0.700. (2) The reactants are [CH3:1][N:2]([CH3:14])[C:3]1[C:8]([C:9]#[N:10])=[C:7]([F:11])[C:6]([CH:12]=O)=[CH:5][CH:4]=1.[CH3:15][O:16][C:17]1[N:18]=[C:19]2[C:24](=[CH:25][CH:26]=1)[N:23]=[CH:22][CH:21]=[C:20]2[N:27]1[CH:35]=[C:34]2[C:29]([CH2:30][CH2:31][CH:32]([NH2:36])[CH2:33]2)=[N:28]1.[BH4-].[Na+]. The catalyst is CO.O. The product is [CH3:1][N:2]([CH3:14])[C:3]1[C:8]([C:9]#[N:10])=[C:7]([F:11])[C:6]([CH2:12][NH:36][CH:32]2[CH2:31][CH2:30][C:29]3[C:34](=[CH:35][N:27]([C:20]4[C:19]5[C:24](=[CH:25][CH:26]=[C:17]([O:16][CH3:15])[N:18]=5)[N:23]=[CH:22][CH:21]=4)[N:28]=3)[CH2:33]2)=[CH:5][CH:4]=1. The yield is 0.440. (3) The reactants are [NH2:1][C@@H:2]1[C:11]2[C:6](=[CH:7][CH:8]=[CH:9][CH:10]=2)[C@H:5]([OH:12])[CH2:4][CH2:3]1.[H-].[Na+].F[C:16]1[CH:17]=[CH:18][C:19]2[N:20]([C:22]([N:25]3[CH2:30][CH2:29][CH:28]([C:31]([CH3:44])([O:33][Si:34]([CH:41]([CH3:43])[CH3:42])([CH:38]([CH3:40])[CH3:39])[CH:35]([CH3:37])[CH3:36])[CH3:32])[CH2:27][CH2:26]3)=[N:23][N:24]=2)[CH:21]=1.N. The catalyst is CN(C=O)C.CO.C(Cl)Cl. The product is [CH3:32][C:31]([CH:28]1[CH2:27][CH2:26][N:25]([C:22]2[N:20]3[CH:21]=[C:16]([O:12][C@H:5]4[C:6]5[C:11](=[CH:10][CH:9]=[CH:8][CH:7]=5)[C@@H:2]([NH2:1])[CH2:3][CH2:4]4)[CH:17]=[CH:18][C:19]3=[N:24][N:23]=2)[CH2:30][CH2:29]1)([O:33][Si:34]([CH:41]([CH3:43])[CH3:42])([CH:38]([CH3:39])[CH3:40])[CH:35]([CH3:36])[CH3:37])[CH3:44]. The yield is 0.300. (4) The reactants are [CH3:1][O:2][C:3](=[O:23])[CH:4]=[CH:5][C:6]1[CH:11]=[CH:10][C:9]([C:12]2[C:18]3[CH:19]=[CH:20][CH:21]=[CH:22][C:17]=3[CH2:16][CH2:15][CH2:14][CH:13]=2)=[CH:8][CH:7]=1.C1C=C[NH+]=CC=1.[Br:30][Br-]Br. The catalyst is C(Cl)Cl. The product is [CH3:1][O:2][C:3](=[O:23])[CH:4]=[CH:5][C:6]1[CH:11]=[CH:10][C:9]([C:12]2[C:18]3[CH:19]=[CH:20][CH:21]=[CH:22][C:17]=3[CH2:16][CH2:15][CH2:14][C:13]=2[Br:30])=[CH:8][CH:7]=1. The yield is 1.00. (5) The reactants are [CH2:1]([O:8][C:9]1[CH:18]=[C:17]2[C:12]([C:13](Cl)=[CH:14][CH:15]=[N:16]2)=[CH:11][C:10]=1[C:20]#[N:21])[C:2]1[CH:7]=[CH:6][CH:5]=[CH:4][CH:3]=1.[F:22][C:23]1[CH:24]=[C:25]([OH:32])[CH:26]=[CH:27][C:28]=1[N+:29]([O-:31])=[O:30].C(N(CC)C(C)C)(C)C.O. The catalyst is CN1CCCC1=O. The product is [CH2:1]([O:8][C:9]1[CH:18]=[C:17]2[C:12]([C:13]([O:32][C:25]3[CH:26]=[CH:27][C:28]([N+:29]([O-:31])=[O:30])=[C:23]([F:22])[CH:24]=3)=[CH:14][CH:15]=[N:16]2)=[CH:11][C:10]=1[C:20]#[N:21])[C:2]1[CH:7]=[CH:6][CH:5]=[CH:4][CH:3]=1. The yield is 0.400. (6) The reactants are Br[C:2]1[CH:3]=[CH:4][CH:5]=[C:6]2[C:10]=1[NH:9][CH:8]=[CH:7]2.[Li]CCCC.[C:16]([N:23]1[CH2:28][CH2:27][CH2:26][CH2:25][C:24]1=O)([O:18][C:19]([CH3:22])([CH3:21])[CH3:20])=[O:17].C1C[O:33]CC1. No catalyst specified. The product is [C:19]([O:18][C:16]([N:23]1[CH2:28][CH2:27][C:26]([OH:33])([C:2]2[CH:3]=[CH:4][CH:5]=[C:6]3[C:10]=2[NH:9][CH:8]=[CH:7]3)[CH2:25][CH2:24]1)=[O:17])([CH3:22])([CH3:21])[CH3:20]. The yield is 0.580. (7) The reactants are [CH:1]([N:4]1[C:8]([C:9]2[S:10][C:11]3[CH2:12][CH2:13][O:14][C:15]4[CH:22]=[C:21]([C:23]5[CH:24]=[C:25]([CH2:29][C:30](O)=[O:31])[CH:26]=[CH:27][CH:28]=5)[CH:20]=[CH:19][C:16]=4[C:17]=3[N:18]=2)=[N:7][CH:6]=[N:5]1)([CH3:3])[CH3:2].CC[N:35](C(C)C)C(C)C.[Cl-].[NH4+].CN(C(ON1N=NC2C=CC=NC1=2)=[N+](C)C)C.F[P-](F)(F)(F)(F)F. The catalyst is CN(C=O)C.O. The product is [CH:1]([N:4]1[C:8]([C:9]2[S:10][C:11]3[CH2:12][CH2:13][O:14][C:15]4[CH:22]=[C:21]([C:23]5[CH:24]=[C:25]([CH2:29][C:30]([NH2:35])=[O:31])[CH:26]=[CH:27][CH:28]=5)[CH:20]=[CH:19][C:16]=4[C:17]=3[N:18]=2)=[N:7][CH:6]=[N:5]1)([CH3:2])[CH3:3]. The yield is 0.560.